The task is: Predict the product of the given reaction.. This data is from Forward reaction prediction with 1.9M reactions from USPTO patents (1976-2016). (1) Given the reactants [CH3:1][Sn:2]([CH3:35])([CH3:34])[C:3]1[CH:8]=[CH:7][C:6]([C:9]2[CH:14]=[CH:13][C:12]([C:15]([NH:17][C@H:18]([C:23]([NH:25][C@H:26]([C:30]([O:32]C)=[O:31])[CH2:27][CH2:28][CH3:29])=[O:24])[CH2:19][CH:20]([CH3:22])[CH3:21])=[O:16])=[CH:11][CH:10]=2)=[CH:5][CH:4]=1.[Li], predict the reaction product. The product is: [CH3:35][Sn:2]([CH3:1])([CH3:34])[C:3]1[CH:4]=[CH:5][C:6]([C:9]2[CH:10]=[CH:11][C:12]([C:15]([NH:17][C@H:18]([C:23]([NH:25][C@H:26]([C:30]([OH:32])=[O:31])[CH2:27][CH2:28][CH3:29])=[O:24])[CH2:19][CH:20]([CH3:21])[CH3:22])=[O:16])=[CH:13][CH:14]=2)=[CH:7][CH:8]=1. (2) Given the reactants [Br:1][C:2]1[CH:7]=[CH:6][C:5]([C@@H:8]([NH:10][CH2:11][C:12]([C:14]2[CH:19]=[CH:18][C:17]([F:20])=[CH:16][CH:15]=2)=[O:13])[CH3:9])=[CH:4][CH:3]=1.[CH2:21]([Mg]Br)[CH:22]=[CH2:23], predict the reaction product. The product is: [Br:1][C:2]1[CH:7]=[CH:6][C:5]([C@@H:8]([NH:10][CH2:11][C:12]([C:14]2[CH:15]=[CH:16][C:17]([F:20])=[CH:18][CH:19]=2)([OH:13])[CH2:23][CH:22]=[CH2:21])[CH3:9])=[CH:4][CH:3]=1. (3) Given the reactants [F:1][C:2]1[CH:3]=[C:4]([C@@H:8]([NH2:10])[CH3:9])[CH:5]=[CH:6][CH:7]=1.C([O:15][C:16]([C:18]1[CH:23]=[CH:22][CH:21]=[CH:20][C:19]=1[C:24]1[CH:29]=[CH:28][C:27]([CH2:30][N:31]2[C:39]3[C:34](=[CH:35][C:36]([C:40](O)=[O:41])=[CH:37][CH:38]=3)[C:33]([CH3:43])=[C:32]2[CH3:44])=[CH:26][CH:25]=1)=[O:17])(C)(C)C, predict the reaction product. The product is: [F:1][C:2]1[CH:3]=[C:4]([C@@H:8]([NH:10][C:40]([C:36]2[CH:35]=[C:34]3[C:39](=[CH:38][CH:37]=2)[N:31]([CH2:30][C:27]2[CH:26]=[CH:25][C:24]([C:19]4[C:18]([C:16]([OH:17])=[O:15])=[CH:23][CH:22]=[CH:21][CH:20]=4)=[CH:29][CH:28]=2)[C:32]([CH3:44])=[C:33]3[CH3:43])=[O:41])[CH3:9])[CH:5]=[CH:6][CH:7]=1. (4) Given the reactants [F:1][C:2]([F:18])([F:17])[C:3]1[CH:8]=[CH:7][C:6]([C:9]2[O:13][N:12]=[CH:11][C:10]=2[C:14]([OH:16])=O)=[CH:5][CH:4]=1.[CH2:19]([CH:26]1[CH2:31][CH2:30][NH:29][CH2:28][CH2:27]1)[C:20]1[CH:25]=[CH:24][CH:23]=[CH:22][CH:21]=1, predict the reaction product. The product is: [CH2:19]([CH:26]1[CH2:31][CH2:30][N:29]([C:14]([C:10]2[CH:11]=[N:12][O:13][C:9]=2[C:6]2[CH:5]=[CH:4][C:3]([C:2]([F:1])([F:18])[F:17])=[CH:8][CH:7]=2)=[O:16])[CH2:28][CH2:27]1)[C:20]1[CH:25]=[CH:24][CH:23]=[CH:22][CH:21]=1. (5) Given the reactants [H-].[Al+3].[Li+].[H-].[H-].[H-].[CH:7]([Si:10]([CH:28]([CH3:30])[CH3:29])([CH:25]([CH3:27])[CH3:26])[O:11][CH:12]1[CH2:17][CH2:16][CH:15](C(C)C(OCC)=O)[CH2:14][CH2:13]1)([CH3:9])[CH3:8].C(OCC)(=O)C.N.[CH2:38]1C[O:41][CH2:40][CH2:39]1, predict the reaction product. The product is: [CH:28]([Si:10]([CH:25]([CH3:27])[CH3:26])([CH:7]([CH3:9])[CH3:8])[O:11][CH:12]1[CH2:13][CH2:14][CH:15]([CH:40]([OH:41])[CH2:39][CH3:38])[CH2:16][CH2:17]1)([CH3:30])[CH3:29]. (6) Given the reactants [CH2:1]([O:3][C:4](=[O:18])[C:5]([O:8][C:9]1[CH:14]=[CH:13][C:12]([CH2:15][NH2:16])=[C:11]([Cl:17])[CH:10]=1)([CH3:7])[CH3:6])[CH3:2].ClC1C=C(O)C=CC=1C=O.C(CC(Br)(C)C([O-])=O)C.[CH3:38][O:39][CH2:40][C:41]1[C:46]([C:47](O)=[O:48])=[CH:45][N:44]=[C:43]([C:50]2[CH:55]=[CH:54][C:53]([C:56]([F:59])([F:58])[F:57])=[CH:52][CH:51]=2)[N:42]=1.COC(=O)CC(=O)COC, predict the reaction product. The product is: [CH2:1]([O:3][C:4](=[O:18])[C:5]([O:8][C:9]1[CH:14]=[CH:13][C:12]([CH2:15][NH:16][C:47]([C:46]2[C:41]([CH2:40][O:39][CH3:38])=[N:42][C:43]([C:50]3[CH:51]=[CH:52][C:53]([C:56]([F:59])([F:58])[F:57])=[CH:54][CH:55]=3)=[N:44][CH:45]=2)=[O:48])=[C:11]([Cl:17])[CH:10]=1)([CH3:7])[CH3:6])[CH3:2]. (7) Given the reactants [Cl:1]N1C(=O)CCC1=O.[C:9]1([S:15]([N:18]2[C:26]3[C:21](=[CH:22][C:23]([O:27][CH2:28][CH2:29][NH:30][C:31](=[O:33])[CH3:32])=[CH:24][CH:25]=3)[CH:20]=[CH:19]2)(=[O:17])=[O:16])[CH:14]=[CH:13][CH:12]=[CH:11][CH:10]=1, predict the reaction product. The product is: [Cl:1][C:20]1[C:21]2[C:26](=[CH:25][CH:24]=[C:23]([O:27][CH2:28][CH2:29][NH:30][C:31](=[O:33])[CH3:32])[CH:22]=2)[N:18]([S:15]([C:9]2[CH:10]=[CH:11][CH:12]=[CH:13][CH:14]=2)(=[O:16])=[O:17])[CH:19]=1. (8) Given the reactants [Br:1][C:2]1[CH:8]=[C:7]([CH3:9])[C:5]([NH2:6])=[C:4]([CH3:10])[CH:3]=1.[Li]CCCC.Cl[Si:17]([CH3:28])([CH3:27])[CH:18]1[C:22]([CH3:23])=[C:21]([CH3:24])[C:20]([CH3:25])=[C:19]1[CH3:26], predict the reaction product. The product is: [Br:1][C:2]1[CH:8]=[C:7]([CH3:9])[C:5]([NH:6][Si:17]([CH3:27])([CH3:28])[CH:18]2[C:22]([CH3:23])=[C:21]([CH3:24])[C:20]([CH3:25])=[C:19]2[CH3:26])=[C:4]([CH3:10])[CH:3]=1. (9) Given the reactants [Br:1][C:2]1[CH:7]=[CH:6][C:5]([CH:8]([CH3:12])[C:9]([OH:11])=O)=[CH:4][CH:3]=1.F[P-](F)(F)(F)(F)F.N1(O[P+](N(C)C)(N(C)C)N(C)C)C2C=CC=CC=2N=N1.Cl.[CH3:41][NH:42][C@@H:43]1[CH2:48][CH2:47][C@H:46]([OH:49])[CH2:45][CH2:44]1.C(N(CC)C(C)C)(C)C, predict the reaction product. The product is: [Br:1][C:2]1[CH:3]=[CH:4][C:5]([CH:8]([CH3:12])[C:9]([N:42]([CH:43]2[CH2:48][CH2:47][CH:46]([OH:49])[CH2:45][CH2:44]2)[CH3:41])=[O:11])=[CH:6][CH:7]=1. (10) Given the reactants [CH3:1][O:2][C:3]1[CH:8]=[CH:7][C:6]([CH2:9][CH2:10][CH2:11]O)=[CH:5][CH:4]=1.C1(P(C2C=CC=CC=2)C2C=CC=CC=2)C=CC=CC=1.[Br:32]N1C(=O)CCC1=O, predict the reaction product. The product is: [Br:32][CH2:11][CH2:10][CH2:9][C:6]1[CH:7]=[CH:8][C:3]([O:2][CH3:1])=[CH:4][CH:5]=1.